From a dataset of Catalyst prediction with 721,799 reactions and 888 catalyst types from USPTO. Predict which catalyst facilitates the given reaction. (1) Reactant: C(OC(N1C[C@H](O)C[C@@H]1C(O)=O)=O)(C)(C)C.[F:17][C:18]1[CH:19]=[C:20]([CH:50]=[C:51]([F:53])[CH:52]=1)[CH2:21][C@H:22]1[C@@H:26]([C@H:27]2[CH2:31][C@@H:30]([O:32]CC=C)[CH2:29][N:28]2[CH:36]([C:43]2[CH:48]=[CH:47][CH:46]=[CH:45][CH:44]=2)[C:37]2[CH:42]=[CH:41][CH:40]=[CH:39][CH:38]=2)[O:25][C:24](=[O:49])[NH:23]1.FC1C=C(C=C(F)C=1)C[C@H]1[C@@H]([C@H]2C[C@@H](OCC=C)CN2)OC(=O)N1.[Br-].C(=O)([O-])[O-].[K+].[K+]. Product: [F:53][C:51]1[CH:50]=[C:20]([CH:19]=[C:18]([F:17])[CH:52]=1)[CH2:21][C@H:22]1[C@@H:26]([C@H:27]2[CH2:31][C@@H:30]([OH:32])[CH2:29][N:28]2[CH:36]([C:37]2[CH:38]=[CH:39][CH:40]=[CH:41][CH:42]=2)[C:43]2[CH:48]=[CH:47][CH:46]=[CH:45][CH:44]=2)[O:25][C:24](=[O:49])[NH:23]1. The catalyst class is: 10. (2) Reactant: [C:1]([N:4]([C:8]1[C:13]([C:14]([F:17])([F:16])[F:15])=[CH:12][C:11]([N+:18]([O-])=O)=[CH:10][C:9]=1[N+:21]([O-])=O)C(=O)C)(=O)[CH3:2].[H][H]. Product: [CH3:2][C:1]1[NH:4][C:8]2[C:13]([C:14]([F:17])([F:16])[F:15])=[CH:12][C:11]([NH2:18])=[CH:10][C:9]=2[N:21]=1. The catalyst class is: 285. (3) Reactant: [NH2:1][C:2]1[N:7]=[CH:6][C:5]([C:8]2[CH:9]=[C:10]([NH2:19])[C:11]([NH:14][C:15]([CH3:18])([CH3:17])[CH3:16])=[CH:12][CH:13]=2)=[CH:4][N:3]=1.[I:20][C:21]1[CH:28]=[CH:27][CH:26]=[CH:25][C:22]=1[CH:23]=O.OOS([O-])=O.[K+].S([O-])([O-])(=O)=S.[Na+].[Na+]. Product: [C:15]([N:14]1[C:11]2[CH:12]=[CH:13][C:8]([C:5]3[CH:4]=[N:3][C:2]([NH2:1])=[N:7][CH:6]=3)=[CH:9][C:10]=2[N:19]=[C:23]1[C:22]1[CH:25]=[CH:26][CH:27]=[CH:28][C:21]=1[I:20])([CH3:16])([CH3:18])[CH3:17]. The catalyst class is: 303. (4) Reactant: [C:1]([NH:5][NH:6][C:7](=[O:17])[C:8]1[CH:13]=[CH:12][CH:11]=[C:10]([O:14][CH3:15])[C:9]=1[CH3:16])([CH3:4])([CH3:3])[CH3:2].C([O-])([O-])=O.[K+].[K+].[Br:24][CH:25]([Br:44])[C:26]1[CH:34]=[CH:33][C:29]([C:30](Cl)=[O:31])=[CH:28][C:27]=1[B:35]1[O:39][C:38]([CH3:41])([CH3:40])[C:37]([CH3:43])([CH3:42])[O:36]1. Product: [C:1]([N:5]([C:30](=[O:31])[C:29]1[CH:33]=[CH:34][C:26]([CH:25]([Br:24])[Br:44])=[C:27]([B:35]2[O:39][C:38]([CH3:40])([CH3:41])[C:37]([CH3:43])([CH3:42])[O:36]2)[CH:28]=1)[NH:6][C:7](=[O:17])[C:8]1[CH:13]=[CH:12][CH:11]=[C:10]([O:14][CH3:15])[C:9]=1[CH3:16])([CH3:4])([CH3:3])[CH3:2]. The catalyst class is: 34.